This data is from Full USPTO retrosynthesis dataset with 1.9M reactions from patents (1976-2016). The task is: Predict the reactants needed to synthesize the given product. (1) Given the product [CH2:13]([C:15]1[CH:16]=[CH:17][N:18]=[CH:19][C:20]=1[C:21]([O:23][CH2:7][C:6]([C:5]1[CH:10]=[CH:11][C:2]([F:1])=[CH:3][CH:4]=1)=[O:9])=[O:22])[CH3:14], predict the reactants needed to synthesize it. The reactants are: [F:1][C:2]1[CH:11]=[CH:10][C:5]([C:6](=[O:9])[CH2:7]Br)=[CH:4][CH:3]=1.Cl.[CH2:13]([C:15]1[C:20]([C:21]([OH:23])=[O:22])=[CH:19][N:18]=[CH:17][CH:16]=1)[CH3:14].C(=O)([O-])[O-].[K+].[K+].O. (2) Given the product [CH3:1][O:2][C:3](=[O:31])[N:4]=[C:5]([S:29][CH3:30])[C:6]([C:20]1[CH:25]=[CH:24][C:23]([O:26][CH3:27])=[C:22]([O:28][CH2:39][CH3:40])[CH:21]=1)=[N:7][C:8]1[CH:13]=[CH:12][C:11]([C:14]2[N:18]=[C:17]([CH3:19])[O:16][N:15]=2)=[CH:10][CH:9]=1, predict the reactants needed to synthesize it. The reactants are: [CH3:1][O:2][C:3](=[O:31])[N:4]=[C:5]([S:29][CH3:30])[C:6]([C:20]1[CH:25]=[CH:24][C:23]([O:26][CH3:27])=[C:22]([OH:28])[CH:21]=1)=[N:7][C:8]1[CH:13]=[CH:12][C:11]([C:14]2[N:18]=[C:17]([CH3:19])[O:16][N:15]=2)=[CH:10][CH:9]=1.C(=O)([O-])[O-].[K+].[K+].I[CH2:39][CH3:40].O. (3) Given the product [Br:12][C:13]1[CH:18]=[CH:17][C:16]([CH:19]([OH:23])[C:20](=[O:21])[N:7]2[CH2:8][C:2]3([CH3:1])[CH2:9][CH:6]2[CH2:5][C:4]([CH3:11])([CH3:10])[CH2:3]3)=[C:15]([F:24])[CH:14]=1, predict the reactants needed to synthesize it. The reactants are: [CH3:1][C:2]12[CH2:9][CH:6]([NH:7][CH2:8]1)[CH2:5][C:4]([CH3:11])([CH3:10])[CH2:3]2.[Br:12][C:13]1[CH:18]=[CH:17][C:16]([CH:19]([OH:23])[C:20](O)=[O:21])=[C:15]([F:24])[CH:14]=1.F[P-](F)(F)(F)(F)F.N1(O[P+](N(C)C)(N(C)C)N(C)C)C2C=CC=CC=2N=N1.C(N(CC)C(C)C)(C)C. (4) Given the product [OH:31][C@@:24]1([C:22]#[C:23][C:2]2[CH:3]=[C:4]([N:8]3[C:16]4[CH:15]=[C:14]([O:17][CH3:18])[N:13]=[CH:12][C:11]=4[C:10]([C:19]([NH2:21])=[O:20])=[N:9]3)[CH:5]=[CH:6][CH:7]=2)[CH2:28][CH2:27][N:26]([CH3:29])[C:25]1=[O:30], predict the reactants needed to synthesize it. The reactants are: Br[C:2]1[CH:3]=[C:4]([N:8]2[C:16]3[CH:15]=[C:14]([O:17][CH3:18])[N:13]=[CH:12][C:11]=3[C:10]([C:19]([NH2:21])=[O:20])=[N:9]2)[CH:5]=[CH:6][CH:7]=1.[C:22]([C@:24]1([OH:31])[CH2:28][CH2:27][N:26]([CH3:29])[C:25]1=[O:30])#[CH:23]. (5) Given the product [CH2:24]([NH:7][CH2:8][CH2:9][N:10]1[CH2:16][CH2:15][CH2:14][C:13]2[NH:17][C:18]([CH:21]=[O:22])=[C:19]([CH3:20])[C:12]=2[C:11]1=[O:23])[CH3:25], predict the reactants needed to synthesize it. The reactants are: C(OC(=O)[N:7]([CH2:24][CH3:25])[CH2:8][CH2:9][N:10]1[CH2:16][CH2:15][CH2:14][C:13]2[NH:17][C:18]([CH:21]=[O:22])=[C:19]([CH3:20])[C:12]=2[C:11]1=[O:23])(C)(C)C.FC(F)(F)C(O)=O.